Dataset: Reaction yield outcomes from USPTO patents with 853,638 reactions. Task: Predict the reaction yield, written as a fraction of the theoretical maximum amount of product (1.0 means a 100% yield; for example, 0.34 means a 34% yield). (1) The reactants are [CH2:1]([N:8]([CH2:13][C:14]([OH:16])=O)[CH2:9][C:10]([OH:12])=O)[C:2]1[CH:7]=[CH:6][CH:5]=[CH:4][CH:3]=1.C(OC(=O)C)(=O)C.[CH:24]1[CH:29]=[CH:28][C:27]([CH2:30][CH2:31][NH2:32])=[CH:26][CH:25]=1.C(N(C(C)C)CC)(C)C. The catalyst is CC(C)=O. The product is [CH2:1]([N:8]1[CH2:9][C:10](=[O:12])[N:32]([CH2:31][CH2:30][C:27]2[CH:28]=[CH:29][CH:24]=[CH:25][CH:26]=2)[C:14](=[O:16])[CH2:13]1)[C:2]1[CH:3]=[CH:4][CH:5]=[CH:6][CH:7]=1. The yield is 0.928. (2) The product is [CH2:6]([C:8]1[C:9]([OH:15])=[CH:10][C:11]([CH3:14])=[C:12]([CH:13]=1)[CH:1]=[O:2])[CH3:7]. The reactants are [CH3:1][O:2]C(Cl)Cl.[CH2:6]([C:8]1[CH:13]=[CH:12][C:11]([CH3:14])=[CH:10][C:9]=1[OH:15])[CH3:7]. The catalyst is [Ti](Cl)(Cl)(Cl)Cl. The yield is 0.500. (3) The reactants are C[O:2][C:3](=[O:13])[CH2:4][CH2:5][CH:6]([N:8]1[CH2:12][CH2:11][CH2:10][CH2:9]1)[CH3:7].[OH-].[Na+].Cl. The catalyst is O. The product is [N:8]1([CH:6]([CH3:7])[CH2:5][CH2:4][C:3]([OH:13])=[O:2])[CH2:12][CH2:11][CH2:10][CH2:9]1. The yield is 0.990. (4) The reactants are [CH:1]1([CH2:6][CH:7]([C:11]2[CH:16]=[CH:15][C:14]([N+:17]([O-:19])=[O:18])=[CH:13][CH:12]=2)[C:8]([OH:10])=O)[CH2:5][CH2:4][CH2:3][CH2:2]1.C(Cl)(=O)C(Cl)=O.[CH3:26][O:27][C:28](=[O:36])[C:29]1[CH:34]=[CH:33][C:32]([NH2:35])=[N:31][CH:30]=1.C(N(CC)C(C)C)(C)C. The catalyst is C(Cl)Cl.CN(C)C=O.O1CCCC1. The product is [CH3:26][O:27][C:28](=[O:36])[C:29]1[CH:34]=[CH:33][C:32]([NH:35][C:8](=[O:10])[CH:7]([C:11]2[CH:16]=[CH:15][C:14]([N+:17]([O-:19])=[O:18])=[CH:13][CH:12]=2)[CH2:6][CH:1]2[CH2:2][CH2:3][CH2:4][CH2:5]2)=[N:31][CH:30]=1. The yield is 0.446. (5) The reactants are [C:1]([C:5]1[CH:10]=[C:9](Br)[C:8]([N+:12]([O-:14])=[O:13])=[CH:7][C:6]=1[O:15][CH2:16][C:17]1[CH:22]=[CH:21][CH:20]=[CH:19][CH:18]=1)([CH3:4])([CH3:3])[CH3:2].[F-:23].[K+].[K+].[Br-].Cl[C:28]([F:34])([F:33])C(OC)=O. The catalyst is O.[Cu]I.CN(C=O)C. The product is [C:1]([C:5]1[CH:10]=[C:9]([C:28]([F:34])([F:23])[F:33])[C:8]([N+:12]([O-:14])=[O:13])=[CH:7][C:6]=1[O:15][CH2:16][C:17]1[CH:22]=[CH:21][CH:20]=[CH:19][CH:18]=1)([CH3:4])([CH3:3])[CH3:2]. The yield is 0.670. (6) The yield is 0.880. The catalyst is O1CCCC1.O. The product is [C:1]([CH:3]([C:4]1[C:5]([C:10]#[N:11])=[N:6][CH:7]=[CH:8][CH:9]=1)[CH3:12])#[N:2]. The reactants are [C:1]([CH2:3][C:4]1[C:5]([C:10]#[N:11])=[N:6][CH:7]=[CH:8][CH:9]=1)#[N:2].[CH2:12]([Li])CCC.CCCCCC.IC. (7) The reactants are [NH2:1][C:2]1[CH:3]=[C:4]([N:8]([CH3:25])[C:9]([C:11]2[CH:16]=[CH:15][C:14]([NH:17][C:18](=[O:24])[O:19][C:20]([CH3:23])([CH3:22])[CH3:21])=[CH:13][CH:12]=2)=[O:10])[CH:5]=[CH:6][CH:7]=1.Cl[C:27]1[N:32]=[C:31]([C:33]2[C:41]3[C:36](=[CH:37][CH:38]=[CH:39][CH:40]=3)[N:35]([S:42]([C:45]3[CH:50]=[CH:49][CH:48]=[CH:47][CH:46]=3)(=[O:44])=[O:43])[CH:34]=2)[C:30]([Cl:51])=[CH:29][N:28]=1.CC1(C)C2C(=C(P(C3C=CC=CC=3)C3C=CC=CC=3)C=CC=2)OC2C(P(C3C=CC=CC=3)C3C=CC=CC=3)=CC=CC1=2.[O-]P([O-])([O-])=O.[K+].[K+].[K+]. The catalyst is C(Cl)(Cl)Cl.CC(O)C.CC([O-])=O.CC([O-])=O.[Pd+2].CC(O)C.C1(C)C=CC=CC=1. The product is [Cl:51][C:30]1[C:31]([C:33]2[C:41]3[C:36](=[CH:37][CH:38]=[CH:39][CH:40]=3)[N:35]([S:42]([C:45]3[CH:50]=[CH:49][CH:48]=[CH:47][CH:46]=3)(=[O:44])=[O:43])[CH:34]=2)=[N:32][C:27]([NH:1][C:2]2[CH:3]=[C:4]([N:8]([CH3:25])[C:9]([C:11]3[CH:16]=[CH:15][C:14]([NH:17][C:18](=[O:24])[O:19][C:20]([CH3:21])([CH3:22])[CH3:23])=[CH:13][CH:12]=3)=[O:10])[CH:5]=[CH:6][CH:7]=2)=[N:28][CH:29]=1. The yield is 0.310.